Dataset: Peptide-MHC class II binding affinity with 134,281 pairs from IEDB. Task: Regression. Given a peptide amino acid sequence and an MHC pseudo amino acid sequence, predict their binding affinity value. This is MHC class II binding data. The peptide sequence is QRGNFKGQKRIKCF. The MHC is DRB1_1501 with pseudo-sequence DRB1_1501. The binding affinity (normalized) is 0.544.